From a dataset of NCI-60 drug combinations with 297,098 pairs across 59 cell lines. Regression. Given two drug SMILES strings and cell line genomic features, predict the synergy score measuring deviation from expected non-interaction effect. (1) Drug 1: C1CCC(CC1)NC(=O)N(CCCl)N=O. Drug 2: COC1=NC(=NC2=C1N=CN2C3C(C(C(O3)CO)O)O)N. Cell line: M14. Synergy scores: CSS=0.210, Synergy_ZIP=4.03, Synergy_Bliss=6.17, Synergy_Loewe=-0.772, Synergy_HSA=-0.209. (2) Drug 1: CNC(=O)C1=CC=CC=C1SC2=CC3=C(C=C2)C(=NN3)C=CC4=CC=CC=N4. Drug 2: CCC1(CC2CC(C3=C(CCN(C2)C1)C4=CC=CC=C4N3)(C5=C(C=C6C(=C5)C78CCN9C7C(C=CC9)(C(C(C8N6C)(C(=O)OC)O)OC(=O)C)CC)OC)C(=O)OC)O.OS(=O)(=O)O. Cell line: HCT116. Synergy scores: CSS=49.2, Synergy_ZIP=-1.20, Synergy_Bliss=0.612, Synergy_Loewe=-20.1, Synergy_HSA=1.95. (3) Drug 1: CC1=C2C(C(=O)C3(C(CC4C(C3C(C(C2(C)C)(CC1OC(=O)C(C(C5=CC=CC=C5)NC(=O)OC(C)(C)C)O)O)OC(=O)C6=CC=CC=C6)(CO4)OC(=O)C)O)C)O. Drug 2: CC1=C(N=C(N=C1N)C(CC(=O)N)NCC(C(=O)N)N)C(=O)NC(C(C2=CN=CN2)OC3C(C(C(C(O3)CO)O)O)OC4C(C(C(C(O4)CO)O)OC(=O)N)O)C(=O)NC(C)C(C(C)C(=O)NC(C(C)O)C(=O)NCCC5=NC(=CS5)C6=NC(=CS6)C(=O)NCCC[S+](C)C)O. Cell line: KM12. Synergy scores: CSS=33.0, Synergy_ZIP=-4.73, Synergy_Bliss=-1.80, Synergy_Loewe=4.42, Synergy_HSA=4.88.